Dataset: Reaction yield outcomes from USPTO patents with 853,638 reactions. Task: Predict the reaction yield, written as a fraction of the theoretical maximum amount of product (1.0 means a 100% yield; for example, 0.34 means a 34% yield). (1) The reactants are C1COCC1.O.[C:7]([C:11]1[CH:16]=[C:15]([C:17]([CH3:20])([CH3:19])[CH3:18])[C:14](=[O:21])[C:13](=[O:22])[C:12]=1[N+:23]([O-:25])=[O:24])([CH3:10])([CH3:9])[CH3:8].[O-]S(S([O-])=O)=O.[Na+].[Na+]. The catalyst is CCOC(C)=O. The product is [C:7]([C:11]1[C:12]([N+:23]([O-:25])=[O:24])=[C:13]([OH:22])[C:14]([OH:21])=[C:15]([C:17]([CH3:18])([CH3:19])[CH3:20])[CH:16]=1)([CH3:8])([CH3:9])[CH3:10]. The yield is 0.740. (2) The reactants are [F:1][C:2]1[CH:7]=[C:6]([F:8])[C:5]([F:9])=[CH:4][C:3]=1[CH2:10][C:11](O)=[O:12].[H-].[H-].[H-].[H-].[Li+].[Al+3]. The catalyst is C1COCC1. The product is [F:1][C:2]1[CH:7]=[C:6]([F:8])[C:5]([F:9])=[CH:4][C:3]=1[CH2:10][CH2:11][OH:12]. The yield is 0.920. (3) The reactants are [NH2:1][C:2]1[N:7]=[C:6]([O:8]C)[C:5]([C:10](=[O:23])[CH2:11][CH2:12][CH:13]2[CH2:18][CH2:17][N:16]([CH2:19][CH:20]([CH3:22])[CH3:21])[CH2:15][CH2:14]2)=[CH:4][C:3]=1[Cl:24]. The catalyst is Cl. The product is [NH2:1][C:2]1[NH:7][C:6](=[O:8])[C:5]([C:10](=[O:23])[CH2:11][CH2:12][CH:13]2[CH2:18][CH2:17][N:16]([CH2:19][CH:20]([CH3:21])[CH3:22])[CH2:15][CH2:14]2)=[CH:4][C:3]=1[Cl:24]. The yield is 0.400. (4) The reactants are [C:1]([O:4][C:5]1[C:6]([C:14]([CH3:17])([CH3:16])[CH3:15])=[CH:7][C:8]([OH:13])=[C:9]([CH:12]=1)[CH:10]=[O:11])(=[O:3])[CH3:2].[H-].[Na+].[Mg].[CH:21]1(Br)[CH2:27][CH2:26][CH2:25][CH2:24][CH2:23][CH2:22]1.[Cl-].[NH4+]. The catalyst is O1CCCC1. The product is [C:1]([O:4][C:5]1[C:6]([C:14]([CH3:17])([CH3:16])[CH3:15])=[CH:7][C:8]([OH:13])=[C:9]([CH:10]([CH:21]2[CH2:27][CH2:26][CH2:25][CH2:24][CH2:23][CH2:22]2)[OH:11])[CH:12]=1)(=[O:3])[CH3:2].[C:14]([C:6]1[C:5]([OH:4])=[CH:12][C:9]([CH:10]([CH:21]2[CH2:27][CH2:26][CH2:25][CH2:24][CH2:23][CH2:22]2)[OH:11])=[C:8]([OH:13])[CH:7]=1)([CH3:15])([CH3:16])[CH3:17]. The yield is 0.230. (5) The reactants are [F:1][C:2]1[CH:3]=[C:4]([C:8]2[CH:17]=[C:16]3[C:11]([CH2:12][CH2:13][CH2:14][C:15]3=O)=[CH:10][CH:9]=2)[CH:5]=[CH:6][CH:7]=1.[NH2:19][C:20]1[CH:21]=[C:22]([CH:31]=[CH:32][CH:33]=1)[O:23][CH2:24][C:25]([O:27][CH:28]([CH3:30])[CH3:29])=[O:26]. The catalyst is C1(C)C=CC=CC=1. The product is [F:1][C:2]1[CH:3]=[C:4]([C:8]2[CH:17]=[C:16]3[C:11]([CH2:12][CH2:13][CH2:14][C:15]3=[N:19][C:20]3[CH:21]=[C:22]([CH:31]=[CH:32][CH:33]=3)[O:23][CH2:24][C:25]([O:27][CH:28]([CH3:29])[CH3:30])=[O:26])=[CH:10][CH:9]=2)[CH:5]=[CH:6][CH:7]=1. The yield is 0.0400. (6) The reactants are [Cl:1][C:2]1[C:7]([C:8]2[C:9](=[O:25])[N:10]([CH2:23][CH3:24])[C:11]3[C:16]([CH:17]=2)=[CH:15][N:14]=[C:13]([NH:18][CH2:19][CH2:20][O:21][CH3:22])[CH:12]=3)=[CH:6][C:5]([NH:26][C:27]([NH:29][C:30]2[CH:35]=[CH:34][CH:33]=[CH:32][C:31]=2[F:36])=[O:28])=[C:4]([F:37])[CH:3]=1.[CH3:38][S:39]([OH:42])(=[O:41])=[O:40]. The catalyst is CC#N. The product is [CH3:38][S:39]([OH:42])(=[O:41])=[O:40].[Cl:1][C:2]1[C:7]([C:8]2[C:9](=[O:25])[N:10]([CH2:23][CH3:24])[C:11]3[C:16]([CH:17]=2)=[CH:15][N:14]=[C:13]([NH:18][CH2:19][CH2:20][O:21][CH3:22])[CH:12]=3)=[CH:6][C:5]([NH:26][C:27]([NH:29][C:30]2[CH:35]=[CH:34][CH:33]=[CH:32][C:31]=2[F:36])=[O:28])=[C:4]([F:37])[CH:3]=1. The yield is 0.790.